From a dataset of Reaction yield outcomes from USPTO patents with 853,638 reactions. Predict the reaction yield, written as a fraction of the theoretical maximum amount of product (1.0 means a 100% yield; for example, 0.34 means a 34% yield). The reactants are [Br:1][C:2]1[CH:3]=[C:4]([CH:8]([C:24]2([OH:30])[CH2:29][CH2:28][CH2:27][CH2:26][CH2:25]2)[C:9]([N:11]2[CH2:16][CH2:15][N:14]([C:17]([O:19][C:20]([CH3:23])([CH3:22])[CH3:21])=[O:18])[CH2:13][CH2:12]2)=O)[CH:5]=[CH:6][CH:7]=1.B.CO. The catalyst is O1CCCC1. The product is [Br:1][C:2]1[CH:3]=[C:4]([CH:8]([C:24]2([OH:30])[CH2:29][CH2:28][CH2:27][CH2:26][CH2:25]2)[CH2:9][N:11]2[CH2:12][CH2:13][N:14]([C:17]([O:19][C:20]([CH3:23])([CH3:22])[CH3:21])=[O:18])[CH2:15][CH2:16]2)[CH:5]=[CH:6][CH:7]=1. The yield is 0.980.